This data is from NCI-60 drug combinations with 297,098 pairs across 59 cell lines. The task is: Regression. Given two drug SMILES strings and cell line genomic features, predict the synergy score measuring deviation from expected non-interaction effect. (1) Drug 1: CNC(=O)C1=CC=CC=C1SC2=CC3=C(C=C2)C(=NN3)C=CC4=CC=CC=N4. Synergy scores: CSS=14.7, Synergy_ZIP=-2.38, Synergy_Bliss=6.54, Synergy_Loewe=3.27, Synergy_HSA=6.16. Cell line: NCI-H522. Drug 2: C1CCN(CC1)CCOC2=CC=C(C=C2)C(=O)C3=C(SC4=C3C=CC(=C4)O)C5=CC=C(C=C5)O. (2) Drug 1: C1=CC(=CC=C1C#N)C(C2=CC=C(C=C2)C#N)N3C=NC=N3. Drug 2: COC1=NC(=NC2=C1N=CN2C3C(C(C(O3)CO)O)O)N. Cell line: LOX IMVI. Synergy scores: CSS=-1.96, Synergy_ZIP=4.90, Synergy_Bliss=4.91, Synergy_Loewe=0.489, Synergy_HSA=-0.333. (3) Cell line: SF-268. Drug 2: CC12CCC(CC1=CCC3C2CCC4(C3CC=C4C5=CN=CC=C5)C)O. Drug 1: CN1CCC(CC1)COC2=C(C=C3C(=C2)N=CN=C3NC4=C(C=C(C=C4)Br)F)OC. Synergy scores: CSS=0.953, Synergy_ZIP=2.18, Synergy_Bliss=4.51, Synergy_Loewe=-0.994, Synergy_HSA=0.548. (4) Drug 1: CN1C(=O)N2C=NC(=C2N=N1)C(=O)N. Drug 2: C1=NC2=C(N=C(N=C2N1C3C(C(C(O3)CO)O)F)Cl)N. Cell line: OVCAR3. Synergy scores: CSS=-3.62, Synergy_ZIP=-0.858, Synergy_Bliss=-5.88, Synergy_Loewe=-4.09, Synergy_HSA=-8.10. (5) Cell line: SR. Synergy scores: CSS=55.1, Synergy_ZIP=-1.51, Synergy_Bliss=-2.62, Synergy_Loewe=-10.7, Synergy_HSA=-0.633. Drug 1: C(CC(=O)O)C(=O)CN.Cl. Drug 2: C1CN(CCN1C(=O)CCBr)C(=O)CCBr. (6) Drug 1: CN(CCCl)CCCl.Cl. Drug 2: C1CN(P(=O)(OC1)NCCCl)CCCl. Cell line: T-47D. Synergy scores: CSS=7.82, Synergy_ZIP=-6.79, Synergy_Bliss=-3.58, Synergy_Loewe=-18.8, Synergy_HSA=-3.84. (7) Drug 1: C1=CN(C=N1)CC(O)(P(=O)(O)O)P(=O)(O)O. Drug 2: C1C(C(OC1N2C=NC3=C2NC=NCC3O)CO)O. Cell line: IGROV1. Synergy scores: CSS=2.22, Synergy_ZIP=-0.488, Synergy_Bliss=-0.469, Synergy_Loewe=1.08, Synergy_HSA=-0.304.